Dataset: Forward reaction prediction with 1.9M reactions from USPTO patents (1976-2016). Task: Predict the product of the given reaction. (1) The product is: [Cl:1][C:2]1[CH:7]=[C:6]([CH2:8][C:9]([O:11][CH3:12])=[O:10])[CH:5]=[CH:4][C:3]=1[C:13]1[C:14]([F:28])=[CH:15][C:16]([B:37]2[O:38][C:39]([CH3:41])([CH3:40])[C:35]([CH3:51])([CH3:34])[O:36]2)=[CH:17][C:18]=1[F:19]. Given the reactants [Cl:1][C:2]1[CH:7]=[C:6]([CH2:8][C:9]([O:11][CH3:12])=[O:10])[CH:5]=[CH:4][C:3]=1[C:13]1[C:18]([F:19])=[CH:17][C:16](OS(C(F)(F)F)(=O)=O)=[CH:15][C:14]=1[F:28].C([O-])(=O)C.[K+].[CH3:34][C:35]1([CH3:51])[C:39]([CH3:41])([CH3:40])[O:38][B:37]([B:37]2[O:38][C:39]([CH3:41])([CH3:40])[C:35]([CH3:51])([CH3:34])[O:36]2)[O:36]1, predict the reaction product. (2) Given the reactants Cl[C:2]1[C:11]2[C:6](=[CH:7][C:8]([O:14][CH2:15][CH2:16][CH2:17][N:18]3[CH2:23][CH2:22][CH2:21][CH2:20][CH2:19]3)=[C:9]([O:12][CH3:13])[CH:10]=2)[N:5]=[CH:4][N:3]=1.C(=O)([O-])[O-].[K+].[K+].[F:30][C:31]1[CH:32]=[N:33][C:34]2[C:39]([CH:40]=1)=[CH:38][CH:37]=[C:36]([OH:41])[CH:35]=2, predict the reaction product. The product is: [F:30][C:31]1[CH:32]=[N:33][C:34]2[C:39]([CH:40]=1)=[CH:38][CH:37]=[C:36]([O:41][C:2]1[C:11]3[C:6](=[CH:7][C:8]([O:14][CH2:15][CH2:16][CH2:17][N:18]4[CH2:23][CH2:22][CH2:21][CH2:20][CH2:19]4)=[C:9]([O:12][CH3:13])[CH:10]=3)[N:5]=[CH:4][N:3]=1)[CH:35]=2.